Dataset: Full USPTO retrosynthesis dataset with 1.9M reactions from patents (1976-2016). Task: Predict the reactants needed to synthesize the given product. (1) Given the product [CH3:25][C:30]1([CH3:29])[O:40][CH:41]([CH2:42][O:10][C:9]2[C:8]([CH3:11])=[CH:7][C:4]([C:5]#[N:6])=[CH:3][C:2]=2[CH3:1])[CH2:45][O:46]1, predict the reactants needed to synthesize it. The reactants are: [CH3:1][C:2]1[CH:3]=[C:4]([CH:7]=[C:8]([CH3:11])[C:9]=1[OH:10])[C:5]#[N:6].C1C=CC(P([C:25]2[CH:30]=[CH:29]C=CC=2)C2C=CC=CC=2)=CC=1.CCOC(/N=N/C([O:40][CH2:41][CH3:42])=O)=O.C1C[O:46][CH2:45]C1. (2) Given the product [CH2:16]([C:13]1[CH:14]=[C:15]2[C:7]([C:5]3[CH:4]=[N:3][N:2]([CH3:1])[CH:6]=3)=[CH:8][N:9]([S:20]([C:23]3[CH:28]=[CH:27][CH:26]=[CH:25][CH:24]=3)(=[O:22])=[O:21])[C:10]2=[N:11][CH:12]=1)[CH:17]([CH3:19])[CH3:18], predict the reactants needed to synthesize it. The reactants are: [CH3:1][N:2]1[CH:6]=[C:5]([C:7]2[C:15]3[C:10](=[N:11][CH:12]=[C:13]([CH:16]=[C:17]([CH3:19])[CH3:18])[CH:14]=3)[N:9]([S:20]([C:23]3[CH:28]=[CH:27][CH:26]=[CH:25][CH:24]=3)(=[O:22])=[O:21])[CH:8]=2)[CH:4]=[N:3]1. (3) Given the product [CH3:20][N:18]1[CH:19]=[C:15]([N:14]2[C:5]3[C:4]4[CH:3]=[C:2]([C:29]5[CH:30]=[C:31]([NH:32][C:33](=[O:35])[CH3:34])[C:26]([O:25][CH3:24])=[N:27][CH:28]=5)[CH:11]=[CH:10][C:9]=4[N:8]=[CH:7][C:6]=3[N:12]([CH3:23])[C:13]2=[O:22])[C:16]([CH3:21])=[N:17]1, predict the reactants needed to synthesize it. The reactants are: Br[C:2]1[CH:11]=[CH:10][C:9]2[N:8]=[CH:7][C:6]3[N:12]([CH3:23])[C:13](=[O:22])[N:14]([C:15]4[C:16]([CH3:21])=[N:17][N:18]([CH3:20])[CH:19]=4)[C:5]=3[C:4]=2[CH:3]=1.[CH3:24][O:25][C:26]1[C:31]([NH:32][C:33](=[O:35])[CH3:34])=[CH:30][C:29](B2OC(C)(C)C(C)(C)O2)=[CH:28][N:27]=1. (4) Given the product [Br:1][C:2]1[N:3]=[CH:4][C:5]([C:6]([N:23]2[CH2:24][CH2:25][N:20]([C:14]3[N:15]=[CH:16][C:17]([CH3:19])=[CH:18][C:13]=3[C:11]#[N:12])[CH2:21][CH2:22]2)=[O:8])=[CH:9][CH:10]=1, predict the reactants needed to synthesize it. The reactants are: [Br:1][C:2]1[CH:10]=[CH:9][C:5]([C:6]([OH:8])=O)=[CH:4][N:3]=1.[C:11]([C:13]1[C:14]([N:20]2[CH2:25][CH2:24][NH:23][CH2:22][CH2:21]2)=[N:15][CH:16]=[C:17]([CH3:19])[CH:18]=1)#[N:12]. (5) Given the product [NH2:14][CH:12]([C:10]1[N:11]=[C:6]2[CH:5]=[CH:4][CH:3]=[C:2]([CH3:1])[N:7]2[C:8](=[O:31])[C:9]=1[C:25]1[CH:30]=[CH:29][CH:28]=[CH:27][CH:26]=1)[CH3:13], predict the reactants needed to synthesize it. The reactants are: [CH3:1][C:2]1[N:7]2[C:8](=[O:31])[C:9]([C:25]3[CH:30]=[CH:29][CH:28]=[CH:27][CH:26]=3)=[C:10]([CH:12]([N:14]3C(=O)C4C(=CC=CC=4)C3=O)[CH3:13])[N:11]=[C:6]2[CH:5]=[CH:4][CH:3]=1.O.NN. (6) Given the product [CH3:1][O:2][C@H:3]1[CH2:20][C@@:18]2([CH3:19])[C@@H:14]([CH2:15][CH:16]=[CH:17]2)[C@H:13]2[C@H:4]1[C:5]1[CH:6]=[CH:7][C:8]([OH:33])=[CH:9][C:10]=1[CH2:11][CH2:12]2, predict the reactants needed to synthesize it. The reactants are: [CH3:1][O:2][C@H:3]1[CH2:20][C@@:18]2([CH3:19])[C@@H:14]([CH2:15][CH2:16][C:17]2=NNS(C2C=CC(C)=CC=2)(=O)=O)[C@H:13]2[C@H:4]1[C:5]1[CH:6]=[CH:7][C:8]([OH:33])=[CH:9][C:10]=1[CH2:11][CH2:12]2.O1CCCC1.C([Li])CCC.[Cl-].[NH4+]. (7) Given the product [CH3:13][O:12][C:11]1[CH:10]=[C:9]2[C:5](=[CH:4][C:3]=1[O:2][CH3:1])[CH2:6][CH:7]([CH2:14][CH2:15][NH2:16])[CH2:8]2, predict the reactants needed to synthesize it. The reactants are: [CH3:1][O:2][C:3]1[CH:4]=[C:5]2[C:9](=[CH:10][C:11]=1[O:12][CH3:13])[CH2:8][CH:7]([CH2:14][C:15]#[N:16])[CH2:6]2.CO.N.[H][H]. (8) Given the product [Br:29][C:26]1[CH:27]=[CH:28][C:23]([NH:12][C:13]2[C:14]([NH:10][S:7]([C:4]3([CH2:1][CH:2]([OH:34])[CH2:42][OH:41])[CH2:5][CH2:6]3)(=[O:8])=[O:9])=[CH:15][C:16]3[S:20][N:19]=[N:18][C:17]=3[C:21]=2[F:22])=[C:24]([Cl:30])[CH:25]=1, predict the reactants needed to synthesize it. The reactants are: [CH2:1]([C:4]1([S:7]([N:10]2[C:14]3=[CH:15][C:16]4[S:20][N:19]=[N:18][C:17]=4[C:21]([F:22])=[C:13]3[N:12]([C:23]3[CH:28]=[CH:27][C:26]([Br:29])=[CH:25][C:24]=3[Cl:30])C2=O)(=[O:9])=[O:8])[CH2:6][CH2:5]1)[CH:2]=C.C[Si](C)(C)[O-:34].[K+].C1[CH2:42][O:41]CC1. (9) Given the product [CH3:1][O:2][C:3]1[CH:4]=[CH:5][C:6]([C:7]([NH:9][C:10]2[S:14][C:13]([NH:15][C:16]3[CH:21]=[CH:20][N:19]=[CH:18][CH:17]=3)=[N:12][C:11]=2[C:22]([NH2:29])=[O:24])=[O:8])=[CH:27][CH:28]=1, predict the reactants needed to synthesize it. The reactants are: [CH3:1][O:2][C:3]1[CH:28]=[CH:27][C:6]([C:7]([NH:9][C:10]2[S:14][C:13]([NH:15][C:16]3[CH:21]=[CH:20][N:19]=[CH:18][CH:17]=3)=[N:12][C:11]=2[C:22]([O:24]CC)=O)=[O:8])=[CH:5][CH:4]=1.[NH3:29]. (10) Given the product [C:1]([O:5][C:6]([N:8]1[CH2:14][CH2:13][CH2:12][N:11]([C:15]2[N:19]([CH2:20][CH2:21][O:22][CH2:30][C:31]#[N:32])[C:18]3[CH:23]=[CH:24][CH:25]=[CH:26][C:17]=3[N:16]=2)[CH2:10][CH2:9]1)=[O:7])([CH3:4])([CH3:2])[CH3:3], predict the reactants needed to synthesize it. The reactants are: [C:1]([O:5][C:6]([N:8]1[CH2:14][CH2:13][CH2:12][N:11]([C:15]2[N:19]([CH2:20][CH2:21][OH:22])[C:18]3[CH:23]=[CH:24][CH:25]=[CH:26][C:17]=3[N:16]=2)[CH2:10][CH2:9]1)=[O:7])([CH3:4])([CH3:3])[CH3:2].[H-].[Na+].Br[CH2:30][C:31]#[N:32].[Cl-].[NH4+].